This data is from Reaction yield outcomes from USPTO patents with 853,638 reactions. The task is: Predict the reaction yield, written as a fraction of the theoretical maximum amount of product (1.0 means a 100% yield; for example, 0.34 means a 34% yield). The reactants are [CH3:1][O:2][C:3]1[CH:4]=[C:5]([C:11]([C@@H:13]2[C@:22]3([CH3:23])[C@H:17]([C:18]([CH3:25])([CH3:24])[CH2:19][CH2:20][CH2:21]3)[CH2:16][CH2:15][C@@:14]2([CH3:27])O)=[O:12])[CH:6]=[C:7]([O:9][CH3:10])[CH:8]=1.Cl[Sn](Cl)(Cl)Cl. The catalyst is C(Cl)Cl. The product is [CH3:27][C:14]1[C@H:13]([C:11]([C:5]2[CH:4]=[C:3]([O:2][CH3:1])[CH:8]=[C:7]([O:9][CH3:10])[CH:6]=2)=[O:12])[C@:22]2([CH3:23])[C@@H:17]([CH2:16][CH:15]=1)[C:18]([CH3:24])([CH3:25])[CH2:19][CH2:20][CH2:21]2. The yield is 0.840.